From a dataset of Peptide-MHC class I binding affinity with 185,985 pairs from IEDB/IMGT. Regression. Given a peptide amino acid sequence and an MHC pseudo amino acid sequence, predict their binding affinity value. This is MHC class I binding data. The peptide sequence is ASPILRFLY. The MHC is HLA-A30:02 with pseudo-sequence HLA-A30:02. The binding affinity (normalized) is 0.577.